From a dataset of Forward reaction prediction with 1.9M reactions from USPTO patents (1976-2016). Predict the product of the given reaction. Given the reactants [Br:1][C:2]1[C:3](Cl)=[N:4][C:5]([Cl:8])=[N:6][CH:7]=1.[CH3:10][Al](C)C.O.O.O.O.O.C(C(C(C([O-])=O)O)O)([O-])=O.[Na+].[K+], predict the reaction product. The product is: [Br:1][C:2]1[C:3]([CH3:10])=[N:4][C:5]([Cl:8])=[N:6][CH:7]=1.